Dataset: Peptide-MHC class I binding affinity with 185,985 pairs from IEDB/IMGT. Task: Regression. Given a peptide amino acid sequence and an MHC pseudo amino acid sequence, predict their binding affinity value. This is MHC class I binding data. (1) The binding affinity (normalized) is 0.213. The peptide sequence is EECDSELEI. The MHC is HLA-A23:01 with pseudo-sequence HLA-A23:01. (2) The peptide sequence is LVESGGGL. The MHC is HLA-A24:02 with pseudo-sequence HLA-A24:02. The binding affinity (normalized) is 0.167. (3) The peptide sequence is EDQLLPFMSDM. The MHC is H-2-Db with pseudo-sequence H-2-Db. The binding affinity (normalized) is 0.212. (4) The peptide sequence is KRLRLLHLL. The MHC is Mamu-B03 with pseudo-sequence Mamu-B03. The binding affinity (normalized) is 0.773. (5) The peptide sequence is LICYQIEYI. The MHC is HLA-B39:01 with pseudo-sequence HLA-B39:01. The binding affinity (normalized) is 0.0847. (6) The peptide sequence is YIALGRARV. The MHC is HLA-A02:01 with pseudo-sequence HLA-A02:01. The binding affinity (normalized) is 0.328. (7) The peptide sequence is EVIRATYPS. The MHC is HLA-B27:05 with pseudo-sequence HLA-B27:05. The binding affinity (normalized) is 0.213. (8) The peptide sequence is RELYYRLKF. The MHC is HLA-B58:01 with pseudo-sequence HLA-B58:01. The binding affinity (normalized) is 0.0847. (9) The peptide sequence is TIFTLTVAWR. The MHC is HLA-A68:01 with pseudo-sequence HLA-A68:01. The binding affinity (normalized) is 0.587. (10) The peptide sequence is KFAEESYTYY. The MHC is HLA-A68:01 with pseudo-sequence HLA-A68:01. The binding affinity (normalized) is 0.350.